Task: Predict the reaction yield, written as a fraction of the theoretical maximum amount of product (1.0 means a 100% yield; for example, 0.34 means a 34% yield).. Dataset: Reaction yield outcomes from USPTO patents with 853,638 reactions (1) The reactants are [C:1]([S:5][C:6]1[CH:11]=[CH:10][C:9](B2OC(C)(C)C(C)(C)O2)=[CH:8][CH:7]=1)([CH3:4])([CH3:3])[CH3:2].Br[C:22]1([O:49][C:50]2(Br)[C:55]([F:56])=[C:54]([F:57])[C:53]([C:69]3[CH:74]=[CH:73][CH:72]=[CH:71][CH:70]=3)([C:58]3[C:63]([F:64])=[C:62]([F:65])[C:61]([F:66])=[C:60]([F:67])[C:59]=3[F:68])[C:52]([F:75])=[C:51]2[F:76])[C:27]([F:28])=[C:26]([F:29])[C:25]([C:41]2[CH:46]=[CH:45][CH:44]=[CH:43][CH:42]=2)([C:30]2[C:35]([F:36])=[C:34]([F:37])[C:33]([F:38])=[C:32]([F:39])[C:31]=2[F:40])[C:24]([F:47])=[C:23]1[F:48].C(=O)([O-])[O-].[Na+].[Na+]. The catalyst is C1C=CC([P]([Pd]([P](C2C=CC=CC=2)(C2C=CC=CC=2)C2C=CC=CC=2)([P](C2C=CC=CC=2)(C2C=CC=CC=2)C2C=CC=CC=2)[P](C2C=CC=CC=2)(C2C=CC=CC=2)C2C=CC=CC=2)(C2C=CC=CC=2)C2C=CC=CC=2)=CC=1.C1(C)C=CC=CC=1. The product is [C:1]([S:5][C:6]1[CH:11]=[CH:10][C:9]([C:44]2[CH:43]=[CH:42][C:41]([C:25]3([C:30]4[C:35]([F:36])=[C:34]([F:37])[C:33]([F:38])=[C:32]([F:39])[C:31]=4[F:40])[C:24]([F:47])=[C:23]([F:48])[C:22]([O:49][C:50]4[C:55]([F:56])=[C:54]([F:57])[C:53]([C:69]5[CH:70]=[CH:71][C:72]([C:9]6[CH:8]=[CH:7][C:6]([S:5][C:1]([CH3:2])([CH3:3])[CH3:4])=[CH:11][CH:10]=6)=[CH:73][CH:74]=5)([C:58]5[C:63]([F:64])=[C:62]([F:65])[C:61]([F:66])=[C:60]([F:67])[C:59]=5[F:68])[CH:52]([F:75])[C:51]=4[F:76])=[C:27]([F:28])[CH:26]3[F:29])=[CH:46][CH:45]=2)=[CH:8][CH:7]=1)([CH3:4])([CH3:2])[CH3:3]. The yield is 0.660. (2) The reactants are Cl.[F:2][C:3]1[CH:22]=[C:21]([F:23])[CH:20]=[CH:19][C:4]=1[O:5][C:6]1[C:15]([O:16][CH3:17])=[CH:14][C:13](N)=[C:12]2[C:7]=1[CH:8]=[CH:9][CH:10]=[N:11]2.N([O-])=O.[Na+].[OH-].[Na+]. The catalyst is O. The product is [F:2][C:3]1[CH:22]=[C:21]([F:23])[CH:20]=[CH:19][C:4]=1[O:5][C:6]1[C:15]([O:16][CH3:17])=[CH:14][CH:13]=[C:12]2[C:7]=1[CH:8]=[CH:9][CH:10]=[N:11]2. The yield is 0.660. (3) The reactants are C[O:2][C:3]([C@@H:5]1[C@@H:9]([O:10][Si:11]([C:14]([CH3:17])([CH3:16])[CH3:15])([CH3:13])[CH3:12])[CH2:8][CH2:7][N:6]1[C:18]([NH:20][C:21]1[CH:26]=[CH:25][C:24]([C:27]#[N:28])=[C:23]([Cl:29])[C:22]=1[CH3:30])=[O:19])=O.[H-].[H-].[H-].[H-].[Li+].[Al+3]. The catalyst is C1COCC1. The product is [Cl:29][C:23]1[C:22]([CH3:30])=[C:21]([NH:20][C:18]([N:6]2[CH2:7][CH2:8][C@H:9]([O:10][Si:11]([C:14]([CH3:15])([CH3:16])[CH3:17])([CH3:12])[CH3:13])[C@H:5]2[CH2:3][OH:2])=[O:19])[CH:26]=[CH:25][C:24]=1[C:27]#[N:28]. The yield is 0.780.